This data is from NCI-60 drug combinations with 297,098 pairs across 59 cell lines. The task is: Regression. Given two drug SMILES strings and cell line genomic features, predict the synergy score measuring deviation from expected non-interaction effect. Drug 1: CC1=C(C=C(C=C1)NC(=O)C2=CC=C(C=C2)CN3CCN(CC3)C)NC4=NC=CC(=N4)C5=CN=CC=C5. Drug 2: C1=CC=C(C=C1)NC(=O)CCCCCCC(=O)NO. Cell line: HS 578T. Synergy scores: CSS=-1.05, Synergy_ZIP=3.40, Synergy_Bliss=5.66, Synergy_Loewe=-9.58, Synergy_HSA=0.326.